From a dataset of Forward reaction prediction with 1.9M reactions from USPTO patents (1976-2016). Predict the product of the given reaction. (1) The product is: [C:18]([O:11][CH:10]([C@H:8]1[O:7][C@@H:5]2[O:6][C:2]([CH3:17])([CH3:1])[O:3][C@@H:4]2[CH2:9]1)[CH:12]1[CH2:16][CH2:15][CH2:14][CH2:13]1)(=[O:25])[C:19]1[CH:24]=[CH:23][CH:22]=[CH:21][CH:20]=1. Given the reactants [CH3:1][C:2]1([CH3:17])[O:6][C@H:5]2[O:7][C@H:8]([CH:10]([CH:12]3[CH2:16][CH2:15][CH2:14][CH2:13]3)[OH:11])[CH2:9][C@H:4]2[O:3]1.[C:18](Cl)(=[O:25])[C:19]1[CH:24]=[CH:23][CH:22]=[CH:21][CH:20]=1, predict the reaction product. (2) Given the reactants [CH:1]([PH:3](=[O:6])[CH:4]=[CH2:5])=[CH2:2].[CH2:7]([NH2:14])[C:8]1[CH:13]=[CH:12][CH:11]=[CH:10][CH:9]=1.[CH2:15]1[CH2:19]O[CH2:17][CH2:16]1, predict the reaction product. The product is: [CH2:7]([N:14]1[CH2:5][CH2:4][P:3](=[O:6])([CH2:17][CH:16]2[CH2:19][CH2:15]2)[CH2:1][CH2:2]1)[C:8]1[CH:13]=[CH:12][CH:11]=[CH:10][CH:9]=1. (3) Given the reactants FC(F)(F)COC(=O)OCC(F)(F)F.FC(F)(F)C[NH:18][C:19](=[O:38])[O:20][CH2:21][CH:22]1[CH:27]=[CH:26][CH2:25][CH:24]([CH2:28][O:29][C:30](=[O:37])[NH:31]CC(F)(F)F)[CH2:23]1, predict the reaction product. The product is: [C:30](=[O:37])([O:29][CH2:28][CH:24]1[CH:25]=[CH:26][CH2:27][CH:22]([CH2:21][O:20][C:19](=[O:38])[NH2:18])[CH2:23]1)[NH2:31]. (4) Given the reactants ClC1C=C(NC2C3C(=CC(OCCOC)=C(N)C=3)N=CN=2)C=CC=1F.Cl[C:27]1[C:36]2[C:31](=[CH:32][C:33]([O:40][CH3:41])=[C:34]([N+:37]([O-])=O)[CH:35]=2)[N:30]=[CH:29][N:28]=1.[Br:42][C:43]1[CH:49]=[CH:48][C:46]([NH2:47])=[C:45]([F:50])[C:44]=1[Cl:51], predict the reaction product. The product is: [Br:42][C:43]1[CH:49]=[CH:48][C:46]([NH:47][C:27]2[C:36]3[C:31](=[CH:32][C:33]([O:40][CH3:41])=[C:34]([NH2:37])[CH:35]=3)[N:30]=[CH:29][N:28]=2)=[C:45]([F:50])[C:44]=1[Cl:51]. (5) Given the reactants Br(O)(=O)=O.[O:5]1[CH2:10][CH2:9][N:8]([C:11]([NH2:13])=[NH:12])[CH2:7][CH2:6]1.[CH3:14][O:15][C:16]1[CH:17]=[C:18]([CH:27]=[CH:28][CH:29]=1)[C:19]([CH:21]1[CH2:25][CH2:24][O:23][C:22]1=[O:26])=O.CC(C)([O-])C.[Na+], predict the reaction product. The product is: [OH:23][CH2:24][CH2:25][C:21]1[C:22]([OH:26])=[N:12][C:11]([N:8]2[CH2:9][CH2:10][O:5][CH2:6][CH2:7]2)=[N:13][C:19]=1[C:18]1[CH:27]=[CH:28][CH:29]=[C:16]([O:15][CH3:14])[CH:17]=1. (6) The product is: [Cl:59][C:52]1[CH:53]=[C:54]([N:8]([C:5]2[CH:4]=[CH:3][C:2]([F:1])=[CH:7][CH:6]=2)[C:9]([C:11]2([C:14]([NH2:31])=[O:16])[CH2:12][CH2:13]2)=[O:10])[CH:55]=[C:56]([Cl:57])[C:51]=1[O:50][C:49]1[CH:48]=[CH:47][N:46]=[C:45]2[N:41]([CH2:40][C:39]3[CH:61]=[CH:62][C:36]([O:35][CH3:34])=[CH:37][CH:38]=3)[N:42]=[C:43]([CH3:60])[C:44]=12. Given the reactants [F:1][C:2]1[CH:7]=[CH:6][C:5]([NH:8][C:9]([C:11]2([C:14]([OH:16])=O)[CH2:13][CH2:12]2)=[O:10])=[CH:4][CH:3]=1.C1(C(O)=O)(C(O)=O)CC1.FC1C=CC([NH2:31])=CC=1.[CH3:34][O:35][C:36]1[CH:62]=[CH:61][C:39]([CH2:40][N:41]2[C:45]3=[N:46][CH:47]=[CH:48][C:49]([O:50][C:51]4[C:56]([Cl:57])=[CH:55][C:54](N)=[CH:53][C:52]=4[Cl:59])=[C:44]3[C:43]([CH3:60])=[N:42]2)=[CH:38][CH:37]=1, predict the reaction product. (7) Given the reactants [NH2:1][C:2]1[CH:3]=[CH:4][C:5]([F:26])=[C:6]([C@:8]2([CH3:25])[C@@H:13]([O:14][CH2:15][C:16]([F:19])([F:18])[F:17])[C@@H:12]([C:20]([F:23])([F:22])[F:21])[O:11][C:10]([NH2:24])=[N:9]2)[CH:7]=1.[C:27]([C:29]1[CH:30]=[CH:31][C:32]([C:35](O)=[O:36])=[N:33][CH:34]=1)#[N:28].C[N+]1(C2N=C(OC)N=C(OC)N=2)CCOCC1.[Cl-], predict the reaction product. The product is: [NH2:24][C:10]1[O:11][C@H:12]([C:20]([F:22])([F:23])[F:21])[C@H:13]([O:14][CH2:15][C:16]([F:17])([F:18])[F:19])[C@:8]([C:6]2[CH:7]=[C:2]([NH:1][C:35](=[O:36])[C:32]3[CH:31]=[CH:30][C:29]([C:27]#[N:28])=[CH:34][N:33]=3)[CH:3]=[CH:4][C:5]=2[F:26])([CH3:25])[N:9]=1.